Dataset: Forward reaction prediction with 1.9M reactions from USPTO patents (1976-2016). Task: Predict the product of the given reaction. (1) The product is: [Cl:22][C:20]1[CH:19]=[C:18]([C:23]2([C:28]([F:31])([F:30])[F:29])[CH2:27][CH2:26][N:25]([C:2]3[CH:11]=[CH:10][C:5]([C:6]([O:8][CH3:9])=[O:7])=[C:4]([N+:12]([O-:14])=[O:13])[CH:3]=3)[CH2:24]2)[CH:17]=[C:16]([Cl:15])[CH:21]=1. Given the reactants F[C:2]1[CH:11]=[CH:10][C:5]([C:6]([O:8][CH3:9])=[O:7])=[C:4]([N+:12]([O-:14])=[O:13])[CH:3]=1.[Cl:15][C:16]1[CH:17]=[C:18]([C:23]2([C:28]([F:31])([F:30])[F:29])[CH2:27][CH2:26][NH:25][CH2:24]2)[CH:19]=[C:20]([Cl:22])[CH:21]=1.C(=O)([O-])[O-].[K+].[K+].O, predict the reaction product. (2) Given the reactants I[C:2]1[CH:7]=[CH:6][N:5]=[CH:4][CH:3]=1.[F:8][C:9]([F:19])([F:18])[C:10]1[CH:11]=[C:12]([CH:15]=[CH:16][CH:17]=1)[CH2:13][NH2:14].[F:20][C:21]([F:31])([F:30])[C:22]1[CH:23]=[C:24]([CH:27]=[CH:28][CH:29]=1)[CH2:25]Br, predict the reaction product. The product is: [F:8][C:9]([F:18])([F:19])[C:10]1[CH:11]=[C:12]([CH:15]=[CH:16][CH:17]=1)[CH2:13][N:14]=[C:2]1[CH:7]=[CH:6][N:5]([CH2:25][C:24]2[CH:27]=[CH:28][CH:29]=[C:22]([C:21]([F:20])([F:30])[F:31])[CH:23]=2)[CH:4]=[CH:3]1. (3) Given the reactants [CH2:1]([OH:23])[C@H:2]1[O:7][C@H:6]([O:8][C@H:9]2[O:14][C@H:13]([CH2:15][OH:16])[C@@H:12]([OH:17])[C@H:11]([OH:18])[C@H:10]2[OH:19])[C@H:5]([OH:20])[C@@H:4]([OH:21])[C@@H:3]1[OH:22].O.O.Cl, predict the reaction product. The product is: [CH2:15]([OH:16])[C@H:13]1[O:14][C@H:9]([O:8][C@H:6]2[O:7][C@H:2]([CH2:1][OH:23])[C@@H:3]([OH:22])[C@H:4]([OH:21])[C@H:5]2[OH:20])[C@H:10]([OH:19])[C@@H:11]([OH:18])[C@@H:12]1[OH:17].